Dataset: Reaction yield outcomes from USPTO patents with 853,638 reactions. Task: Predict the reaction yield, written as a fraction of the theoretical maximum amount of product (1.0 means a 100% yield; for example, 0.34 means a 34% yield). (1) The reactants are [CH2:1]([N:3]1[CH2:7][CH2:6][CH2:5][C@@H:4]1[CH2:8][OH:9])[CH3:2].[Br:10][C:11]1[CH:12]=[C:13]2[C:18](=[CH:19][CH:20]=1)[CH:17]=[C:16](O)[CH:15]=[CH:14]2. No catalyst specified. The product is [CH2:1]([N:3]1[CH2:7][CH2:6][CH2:5][C@@H:4]1[CH2:8][O:9][C:16]1[CH:15]=[CH:14][C:13]2[C:18](=[CH:19][CH:20]=[C:11]([Br:10])[CH:12]=2)[CH:17]=1)[CH3:2]. The yield is 0.560. (2) The reactants are [F:1][C:2]([F:11])([F:10])[C:3]1[N:8]=[N:7][C:6]([NH2:9])=[CH:5][CH:4]=1.[Cl:12]N1C(=O)CCC1=O. The catalyst is C(#N)C. The product is [Cl:12][C:5]1[CH:4]=[C:3]([C:2]([F:1])([F:10])[F:11])[N:8]=[N:7][C:6]=1[NH2:9]. The yield is 0.330. (3) The reactants are Cl[C:2]1[C:11]2[C:6](=[CH:7][C:8]([O:14][CH2:15][CH2:16][CH2:17][Cl:18])=[C:9]([O:12][CH3:13])[CH:10]=2)[N:5]=[CH:4][N:3]=1.[Cl:19][C:20]1[CH:28]=[C:27]([C:29]#[C:30][CH2:31][O:32][CH3:33])[C:23]2[O:24][CH2:25][O:26][C:22]=2[C:21]=1[NH2:34].C[Si]([N-][Si](C)(C)C)(C)C.[Na+]. The catalyst is CN(C=O)C. The product is [Cl:19][C:20]1[CH:28]=[C:27]([C:29]#[C:30][CH2:31][O:32][CH3:33])[C:23]2[O:24][CH2:25][O:26][C:22]=2[C:21]=1[NH:34][C:2]1[C:11]2[C:6](=[CH:7][C:8]([O:14][CH2:15][CH2:16][CH2:17][Cl:18])=[C:9]([O:12][CH3:13])[CH:10]=2)[N:5]=[CH:4][N:3]=1. The yield is 0.660. (4) The reactants are Cl[C:2]1[C:7]([C:8]([F:11])([F:10])[F:9])=[CH:6][N:5]=[C:4]([NH:12][C:13]2[CH:25]=[CH:24][C:16]([CH2:17][CH2:18][PH:19](=[O:23])[O:20][CH2:21][CH3:22])=[CH:15][CH:14]=2)[N:3]=1.[NH2:26][C:27]1[CH:28]=[CH:29][C:30]([Br:38])=[C:31]2[C:35]=1[C:34](=[O:36])[N:33]([CH3:37])[CH2:32]2.C(O)(C(F)(F)F)=O. No catalyst specified. The yield is 0.966. The product is [Br:38][C:30]1[CH:29]=[CH:28][C:27]([NH:26][C:2]2[C:7]([C:8]([F:11])([F:10])[F:9])=[CH:6][N:5]=[C:4]([NH:12][C:13]3[CH:25]=[CH:24][C:16]([CH2:17][CH2:18][PH:19](=[O:23])[O:20][CH2:21][CH3:22])=[CH:15][CH:14]=3)[N:3]=2)=[C:35]2[C:31]=1[CH2:32][N:33]([CH3:37])[C:34]2=[O:36]. (5) The reactants are [C:1]1([C:7]([CH:9]2[CH2:14][CH2:13][CH2:12][N:11]([CH2:15][C@H:16]([OH:21])[C:17]([F:20])([F:19])[F:18])[CH2:10]2)=[O:8])[CH:6]=[CH:5][CH:4]=[CH:3][CH:2]=1.C(#N)C.[Cl:25][C:26]1[CH:31]=[CH:30][C:29]([N:32]=[C:33]=[O:34])=[CH:28][CH:27]=1.Cl. The catalyst is CCOCC.CCCCCC. The product is [ClH:25].[C:7]([CH:9]1[CH2:14][CH2:13][CH2:12][N:11]([CH2:15][C@H:16]([O:21][C:33](=[O:34])[NH:32][C:29]2[CH:30]=[CH:31][C:26]([Cl:25])=[CH:27][CH:28]=2)[C:17]([F:18])([F:19])[F:20])[CH2:10]1)(=[O:8])[C:1]1[CH:6]=[CH:5][CH:4]=[CH:3][CH:2]=1. The yield is 0.670.